Predict the product of the given reaction. From a dataset of Forward reaction prediction with 1.9M reactions from USPTO patents (1976-2016). Given the reactants [C:1]([NH:4][CH2:5][C:6]1[CH:7]=[C:8]([N:13]2[CH2:18][CH2:17][N:16]([C:19]([O:21][C:22]([CH3:25])([CH3:24])[CH3:23])=[O:20])[CH2:15][CH2:14]2)[CH:9]=[CH:10][C:11]=1[NH2:12])(=[O:3])C.NC1C=CC(N2CCN(C(OC(C)(C)C)=O)CC2)=CC=1CN.C1N=CN(C(N2C=NC=C2)=O)C=1, predict the reaction product. The product is: [O:3]=[C:1]1[NH:4][CH2:5][C:6]2[C:11](=[CH:10][CH:9]=[C:8]([N:13]3[CH2:18][CH2:17][N:16]([C:19]([O:21][C:22]([CH3:25])([CH3:23])[CH3:24])=[O:20])[CH2:15][CH2:14]3)[CH:7]=2)[NH:12]1.